Task: Predict the reaction yield, written as a fraction of the theoretical maximum amount of product (1.0 means a 100% yield; for example, 0.34 means a 34% yield).. Dataset: Reaction yield outcomes from USPTO patents with 853,638 reactions (1) The reactants are [Br:1][C:2]1[CH:7]=[CH:6][C:5]([CH:8]([OH:11])[CH2:9][OH:10])=[CH:4][CH:3]=1.[C:12](N1C=CN=C1)(N1C=CN=C1)=[O:13]. The catalyst is C(#N)C.CCOC(C)=O. The product is [Br:1][C:2]1[CH:3]=[CH:4][C:5]([CH:8]2[CH2:9][O:10][C:12](=[O:13])[O:11]2)=[CH:6][CH:7]=1. The yield is 0.570. (2) The reactants are [CH3:1][C:2]1[S:6][C:5]([NH:7][C:8](=O)[CH2:9][C:10]2[CH:15]=[CH:14][C:13]([CH3:16])=[CH:12][CH:11]=2)=[N:4][CH:3]=1.B.O1CCCC1.Cl.C([O-])([O-])=O.[Na+].[Na+]. The catalyst is C1COCC1.CC(OC)(C)C.O. The product is [CH3:1][C:2]1[S:6][C:5]([NH:7][CH2:8][CH2:9][C:10]2[CH:11]=[CH:12][C:13]([CH3:16])=[CH:14][CH:15]=2)=[N:4][CH:3]=1. The yield is 0.510. (3) No catalyst specified. The reactants are [Cl:1][C:2]1[CH:10]=[CH:9][CH:8]=[C:7]2[C:3]=1[C:4]([C:15]([OH:17])=O)=[CH:5][N:6]2[CH2:11][CH2:12][O:13][CH3:14].CN(C(ON1N=NC2C=CC=NC1=2)=[N+](C)C)C.F[P-](F)(F)(F)(F)F.[F:42][C:43]([F:59])([F:58])[C:44]1[CH:49]=[CH:48][C:47]([C:50]2([CH2:56][NH2:57])[CH2:55][CH2:54][O:53][CH2:52][CH2:51]2)=[CH:46][CH:45]=1.CCN(C(C)C)C(C)C. The yield is 0.700. The product is [Cl:1][C:2]1[CH:10]=[CH:9][CH:8]=[C:7]2[C:3]=1[C:4]([C:15]([NH:57][CH2:56][C:50]1([C:47]3[CH:48]=[CH:49][C:44]([C:43]([F:59])([F:42])[F:58])=[CH:45][CH:46]=3)[CH2:55][CH2:54][O:53][CH2:52][CH2:51]1)=[O:17])=[CH:5][N:6]2[CH2:11][CH2:12][O:13][CH3:14]. (4) The reactants are [CH3:1][N:2]1[C:10]2[C:5](=[CH:6][CH:7]=[CH:8][CH:9]=2)[C:4]([C:11]([O:13]C)=O)=[CH:3]1.[CH3:15][NH2:16]. No catalyst specified. The product is [CH3:15][NH:16][C:11]([C:4]1[C:5]2[C:10](=[CH:9][CH:8]=[CH:7][CH:6]=2)[N:2]([CH3:1])[CH:3]=1)=[O:13]. The yield is 0.560. (5) The reactants are [Br:1][C:2]1[CH:3]=[C:4]2[C:9](=[CH:10][CH:11]=1)[N:8]=[CH:7][CH:6]=[C:5]2I.CC1(C)C(C)(C)OB([C:21]2[CH:22]=[N:23][NH:24][CH:25]=2)O1.C(=O)([O-])[O-].[K+].[K+]. The catalyst is O1CCOCC1.C1C=CC([PH+]([C]2[CH][CH][CH][CH]2)C2C=CC=CC=2)=CC=1.C1C=CC([PH+]([C]2[CH][CH][CH][CH]2)C2C=CC=CC=2)=CC=1.C(Cl)Cl.Cl[Pd]Cl.[Fe]. The product is [Br:1][C:2]1[CH:3]=[C:4]2[C:9](=[CH:10][CH:11]=1)[N:8]=[CH:7][CH:6]=[C:5]2[C:21]1[CH:22]=[N:23][NH:24][CH:25]=1. The yield is 0.340.